Dataset: Forward reaction prediction with 1.9M reactions from USPTO patents (1976-2016). Task: Predict the product of the given reaction. Given the reactants F[C:2]1[CH:9]=[CH:8][C:7]([CH:10]=[O:11])=[CH:6][C:3]=1[C:4]#[N:5].[Cl:12][C:13]1[CH:18]=[C:17]([OH:19])[CH:16]=[CH:15][N:14]=1, predict the reaction product. The product is: [Cl:12][C:13]1[CH:18]=[C:17]([O:19][C:2]2[CH:9]=[CH:8][C:7]([CH:10]=[O:11])=[CH:6][C:3]=2[C:4]#[N:5])[CH:16]=[CH:15][N:14]=1.